The task is: Predict which catalyst facilitates the given reaction.. This data is from Catalyst prediction with 721,799 reactions and 888 catalyst types from USPTO. (1) Reactant: [C:1]([C:4]1[CH:5]=[C:6]([C:18]2[N:22]([CH2:23][CH:24]3[CH2:29][CH2:28][CH2:27][CH2:26][CH2:25]3)[C:21]([CH3:30])=[C:20]([C:31]([O:33][CH2:34][CH3:35])=[O:32])[CH:19]=2)[CH:7]=[CH:8][C:9]=1OS(C(F)(F)F)(=O)=O)(=[O:3])[CH3:2].[CH:36]([N:39]1[C:43](B2OC(C)(C)C(C)(C)O2)=[CH:42][CH:41]=[N:40]1)([CH3:38])[CH3:37].C([O-])([O-])=O.[Cs+].[Cs+]. Product: [C:1]([C:4]1[CH:5]=[C:6]([C:18]2[N:22]([CH2:23][CH:24]3[CH2:25][CH2:26][CH2:27][CH2:28][CH2:29]3)[C:21]([CH3:30])=[C:20]([C:31]([O:33][CH2:34][CH3:35])=[O:32])[CH:19]=2)[CH:7]=[CH:8][C:9]=1[C:43]1[N:39]([CH:36]([CH3:38])[CH3:37])[N:40]=[CH:41][CH:42]=1)(=[O:3])[CH3:2]. The catalyst class is: 117. (2) Reactant: C(OC([N:8]1[CH2:13][CH2:12][CH:11]([C:14]([C:17]2[N:18]([CH3:43])[C:19]3[C:24]([N:25]=2)=[C:23]([N:26]2[CH2:31][CH2:30][O:29][CH2:28][CH2:27]2)[N:22]=[C:21]([N:32]2[C:36]4[CH:37]=[CH:38][CH:39]=[CH:40][C:35]=4[N:34]=[C:33]2[CH2:41][CH3:42])[N:20]=3)([OH:16])[CH3:15])[CH2:10][CH2:9]1)=O)(C)(C)C.C(O)(C(F)(F)F)=O. Product: [CH2:41]([C:33]1[N:32]([C:21]2[N:20]=[C:19]3[C:24]([N:25]=[C:17]([C:14]([CH:11]4[CH2:12][CH2:13][NH:8][CH2:9][CH2:10]4)([OH:16])[CH3:15])[N:18]3[CH3:43])=[C:23]([N:26]3[CH2:31][CH2:30][O:29][CH2:28][CH2:27]3)[N:22]=2)[C:36]2[CH:37]=[CH:38][CH:39]=[CH:40][C:35]=2[N:34]=1)[CH3:42]. The catalyst class is: 2. (3) Reactant: [F:1][C:2]1[CH:7]=[CH:6][C:5]([N:8]2[C:12]3[CH2:13][C@H:14]4[C@:19]([C:21]([O:23][CH3:24])=[O:22])([CH2:20][C:11]=3[CH:10]=[N:9]2)[CH2:18][N:17](C(OC(C)(C)C)=O)[CH2:16][CH2:15]4)=[CH:4][CH:3]=1.Cl.CCN(C(C)C)C(C)C.[F:42][C:43]([F:55])([F:54])[C:44]1[CH:49]=[CH:48][C:47]([S:50](Cl)(=[O:52])=[O:51])=[CH:46][CH:45]=1. Product: [F:1][C:2]1[CH:3]=[CH:4][C:5]([N:8]2[C:12]3[CH2:13][C@H:14]4[C@:19]([C:21]([O:23][CH3:24])=[O:22])([CH2:20][C:11]=3[CH:10]=[N:9]2)[CH2:18][N:17]([S:50]([C:47]2[CH:46]=[CH:45][C:44]([C:43]([F:42])([F:54])[F:55])=[CH:49][CH:48]=2)(=[O:52])=[O:51])[CH2:16][CH2:15]4)=[CH:6][CH:7]=1. The catalyst class is: 4. (4) Reactant: [O:1]1[CH2:6][CH2:5][CH2:4][CH2:3][CH:2]1[O:7][CH2:8][CH2:9][C:10]1[CH:11]=[C:12]([CH2:16][OH:17])[CH:13]=[CH:14][CH:15]=1.N1C=CC=CC=1.[C:24](OC(=O)C)(=[O:26])[CH3:25]. Product: [C:24]([O:17][CH2:16][C:12]1[CH:13]=[CH:14][CH:15]=[C:10]([CH2:9][CH2:8][O:7][CH:2]2[CH2:3][CH2:4][CH2:5][CH2:6][O:1]2)[CH:11]=1)(=[O:26])[CH3:25]. The catalyst class is: 2. (5) Reactant: [CH3:1][O:2][C:3]1[CH:4]=[C:5]2[C:10](=[CH:11][C:12]=1[O:13][CH3:14])[NH:9][C:8](=[O:15])[CH:7]=[N:6]2.[H-].[Na+].CS(O[CH2:23][CH2:24][N:25]1[CH2:30][CH2:29][CH:28]([NH:31][C:32]([O:34][C:35]([CH3:38])([CH3:37])[CH3:36])=[O:33])[CH2:27][CH2:26]1)(=O)=O.COC1C=C2C(C=CC(=O)N2CCN2CCC(NC(=O)OC(C)(C)C)CC2)=CC=1. Product: [CH3:1][O:2][C:3]1[CH:4]=[C:5]2[C:10](=[CH:11][C:12]=1[O:13][CH3:14])[N:9]([CH2:23][CH2:24][N:25]1[CH2:30][CH2:29][CH:28]([NH:31][C:32](=[O:33])[O:34][C:35]([CH3:38])([CH3:37])[CH3:36])[CH2:27][CH2:26]1)[C:8](=[O:15])[CH:7]=[N:6]2. The catalyst class is: 21. (6) Reactant: [N+:1]([C:4]1[CH:12]=[C:11]2[C:7]([CH:8]=[N:9][NH:10]2)=[CH:6][CH:5]=1)([O-:3])=[O:2].C(=O)([O-])[O-].[K+].[K+].Cl.[CH3:20][N:21]([CH3:25])[CH2:22][CH2:23]Cl. Product: [CH3:20][N:21]([CH3:25])[CH2:22][CH2:23][N:10]1[C:11]2[C:7](=[CH:6][CH:5]=[C:4]([N+:1]([O-:3])=[O:2])[CH:12]=2)[CH:8]=[N:9]1. The catalyst class is: 3. (7) Reactant: [OH:1][CH:2]1[CH2:7][CH2:6][N:5]([C:8]([N:10]2[CH2:15][CH:14]([C:16]3[CH:21]=[CH:20][C:19]([CH2:22][C:23]([F:26])([F:25])[F:24])=[CH:18][CH:17]=3)[CH2:13][CH:12]([C:27]([O:29]C)=[O:28])[CH2:11]2)=[O:9])[CH2:4][CH2:3]1.CC(C)([O-])C.[K+]. Product: [OH:1][CH:2]1[CH2:3][CH2:4][N:5]([C:8]([N:10]2[CH2:15][CH:14]([C:16]3[CH:21]=[CH:20][C:19]([CH2:22][C:23]([F:24])([F:25])[F:26])=[CH:18][CH:17]=3)[CH2:13][CH:12]([C:27]([OH:29])=[O:28])[CH2:11]2)=[O:9])[CH2:6][CH2:7]1. The catalyst class is: 5. (8) Reactant: [CH3:1][C:2]([O:5][C:6]([O:8]C(OC(C)(C)C)=O)=O)([CH3:4])[CH3:3].[NH2:16][OH:17]. Product: [C:6]([NH:16][OH:17])([O:5][C:2]([CH3:4])([CH3:3])[CH3:1])=[O:8]. The catalyst class is: 2. (9) Reactant: CCN(C(C)C)C(C)C.FC(F)(F)S([O:15][Si:16]([CH3:19])([CH3:18])[CH3:17])(=O)=O.O1CCC(C=O)CC1. Product: [CH3:17][Si:16]([O:15][Si:16]([CH3:19])([CH3:18])[CH3:17])([CH3:19])[CH3:18]. The catalyst class is: 4. (10) Reactant: [OH:1][C@H:2]([CH3:6])[C:3](N)=O.F[B-](F)(F)F.C([O+](CC)CC)C.[NH2:19][C:20]1[C:21]([NH:29][CH:30]2[CH2:35][CH2:34][CH:33]([NH:36][C:37](=[O:43])[O:38][C:39]([CH3:42])([CH3:41])[CH3:40])[CH2:32][CH2:31]2)=[C:22]2[S:28][CH:27]=[CH:26][C:23]2=[N:24][CH:25]=1. Product: [C:39]([O:38][C:37](=[O:43])[NH:36][CH:33]1[CH2:32][CH2:31][CH:30]([N:29]2[C:21]3=[C:22]4[S:28][CH:27]=[CH:26][C:23]4=[N:24][CH:25]=[C:20]3[N:19]=[C:3]2[C@H:2]([OH:1])[CH3:6])[CH2:35][CH2:34]1)([CH3:40])([CH3:42])[CH3:41]. The catalyst class is: 214.